Predict the reactants needed to synthesize the given product. From a dataset of Full USPTO retrosynthesis dataset with 1.9M reactions from patents (1976-2016). Given the product [C:12]12([CH:22]=[O:23])[CH2:19][CH:18]3[CH2:17][CH:16]([CH2:15][CH:14]([CH2:20]3)[CH2:13]1)[CH2:21]2, predict the reactants needed to synthesize it. The reactants are: C1C=C[NH+]=CC=1.[O-][Cr](Cl)(=O)=O.[C:12]12([CH2:22][OH:23])[CH2:21][CH:16]3[CH2:17][CH:18]([CH2:20][CH:14]([CH2:15]3)[CH2:13]1)[CH2:19]2.